This data is from Full USPTO retrosynthesis dataset with 1.9M reactions from patents (1976-2016). The task is: Predict the reactants needed to synthesize the given product. (1) Given the product [C:42]([O:46][C:47](=[O:48])[NH:49][C:50]([CH3:55])([CH3:54])[C:51]([NH:1][C@H:2]1[CH2:7][CH2:6][C@@H:5]([N:8]2[C:13](=[O:14])[C:12]3[CH:15]=[C:16]([F:19])[CH:17]=[N:18][C:11]=3[N:10]([C:20]3[CH:21]=[C:22]([C:26]4[CH:27]=[CH:28][C:29]([CH2:32][N:33]5[CH2:39][CH2:38][CH2:37][N:36]([CH3:40])[CH2:35][CH2:34]5)=[CH:30][CH:31]=4)[CH:23]=[CH:24][CH:25]=3)[C:9]2=[O:41])[CH2:4][CH2:3]1)=[O:52])([CH3:45])([CH3:43])[CH3:44], predict the reactants needed to synthesize it. The reactants are: [NH2:1][C@@H:2]1[CH2:7][CH2:6][C@H:5]([N:8]2[C:13](=[O:14])[C:12]3[CH:15]=[C:16]([F:19])[CH:17]=[N:18][C:11]=3[N:10]([C:20]3[CH:21]=[C:22]([C:26]4[CH:31]=[CH:30][C:29]([CH2:32][N:33]5[CH2:39][CH2:38][CH2:37][N:36]([CH3:40])[CH2:35][CH2:34]5)=[CH:28][CH:27]=4)[CH:23]=[CH:24][CH:25]=3)[C:9]2=[O:41])[CH2:4][CH2:3]1.[C:42]([O:46][C:47]([NH:49][C:50]([CH3:55])([CH3:54])[C:51](O)=[O:52])=[O:48])([CH3:45])([CH3:44])[CH3:43]. (2) Given the product [OH:1][C:2]1[CH:3]=[C:4]([CH:8]=[CH:9][C:10]=1[N+:11]([O-:13])=[O:12])[C:5]([O:7][CH3:19])=[O:6], predict the reactants needed to synthesize it. The reactants are: [OH:1][C:2]1[CH:3]=[C:4]([CH:8]=[CH:9][C:10]=1[N+:11]([O-:13])=[O:12])[C:5]([OH:7])=[O:6].OS(O)(=O)=O.[CH3:19]O. (3) Given the product [CH3:1][O:2][C:3]([C@H:5]1[CH2:6][CH2:7][C@H:8]([CH2:11][N:12]2[C:13]3[CH:18]=[C:17]([O:19][CH3:20])[CH:16]=[CH:15][C:14]=3[NH:21][C:25]2=[O:26])[CH2:9][CH2:10]1)=[O:4], predict the reactants needed to synthesize it. The reactants are: [CH3:1][O:2][C:3]([C@H:5]1[CH2:10][CH2:9][C@H:8]([CH2:11][NH:12][C:13]2[CH:18]=[C:17]([O:19][CH3:20])[CH:16]=[CH:15][C:14]=2[NH2:21])[CH2:7][CH2:6]1)=[O:4].O.C1C[O:26][CH2:25]C1. (4) Given the product [NH2:61][S:58]([C:54]1[CH:53]=[C:52]([CH2:51][N:13]2[C:14]3[C:19](=[C:18]([O:20][CH3:21])[CH:17]=[CH:16][CH:15]=3)[C:11]([NH:10][S:22]([C:25]3[S:26][C:27]([Cl:30])=[CH:28][CH:29]=3)(=[O:23])=[O:24])=[N:12]2)[CH:57]=[CH:56][CH:55]=1)(=[O:59])=[O:60], predict the reactants needed to synthesize it. The reactants are: ClC1SC(S([N:10]([S:22]([C:25]2[S:26][C:27]([Cl:30])=[CH:28][CH:29]=2)(=[O:24])=[O:23])[C:11]2[C:19]3[C:14](=[CH:15][CH:16]=[CH:17][C:18]=3[O:20][CH3:21])[NH:13][N:12]=2)(=O)=O)=CC=1.C1(P(C2C=CC=CC=2)C2C=CC=CC=2)C=CC=CC=1.O[CH2:51][C:52]1[CH:53]=[C:54]([S:58]([NH2:61])(=[O:60])=[O:59])[CH:55]=[CH:56][CH:57]=1.N(C(OC(C)C)=O)=NC(OC(C)C)=O. (5) Given the product [CH2:11]([OH:26])[CH2:12][CH2:13][CH2:14][CH2:15][CH2:16][CH2:17][CH2:18][CH2:19][CH2:20][CH2:21][CH2:22][CH2:23][C:24]#[CH:25], predict the reactants needed to synthesize it. The reactants are: C(O)CCCCCCC#C.[CH2:11]([OH:26])[C:12]#[C:13][CH2:14][CH2:15][CH2:16][CH2:17][CH2:18][CH2:19][CH2:20][CH2:21][CH2:22][CH2:23][CH2:24][CH3:25].NCCCN. (6) Given the product [NH:18]([C:2]1[CH:7]=[C:6]([N:8]2[CH2:13][CH2:12][O:11][CH2:10][CH2:9]2)[N:5]=[C:4]([CH2:14][CH2:15][CH2:16][OH:17])[CH:3]=1)[NH2:19], predict the reactants needed to synthesize it. The reactants are: Cl[C:2]1[CH:7]=[C:6]([N:8]2[CH2:13][CH2:12][O:11][CH2:10][CH2:9]2)[N:5]=[C:4]([CH2:14][CH2:15][CH2:16][OH:17])[CH:3]=1.[NH2:18][NH2:19]. (7) Given the product [NH2:28][C:25]1[CH:26]=[CH:27][C:20]([N:17]2[CH2:16][CH2:15][N:14]([CH:1]([C:2]3[CH:3]=[CH:4][CH:5]=[CH:6][CH:7]=3)[C:8]3[CH:13]=[CH:12][CH:11]=[CH:10][CH:9]=3)[CH2:19][CH2:18]2)=[C:21]([CH:24]=1)[C:22]#[N:23], predict the reactants needed to synthesize it. The reactants are: [CH:1]([N:14]1[CH2:19][CH2:18][N:17]([C:20]2[CH:27]=[CH:26][C:25]([N+:28]([O-])=O)=[CH:24][C:21]=2[C:22]#[N:23])[CH2:16][CH2:15]1)([C:8]1[CH:13]=[CH:12][CH:11]=[CH:10][CH:9]=1)[C:2]1[CH:7]=[CH:6][CH:5]=[CH:4][CH:3]=1.O.[Sn](Cl)(Cl)(Cl)Cl.O.C([O-])(O)=O.[Na+].